Dataset: Forward reaction prediction with 1.9M reactions from USPTO patents (1976-2016). Task: Predict the product of the given reaction. (1) Given the reactants [C:1]([C:4]1[CH:9]=[CH:8][N:7]=[CH:6][CH:5]=1)(=[O:3])[CH3:2].CO[CH:12](OC)[N:13]([CH3:15])[CH3:14].C(OCC)C, predict the reaction product. The product is: [CH3:12][N:13]([CH3:15])/[CH:14]=[CH:2]/[C:1]([C:4]1[CH:9]=[CH:8][N:7]=[CH:6][CH:5]=1)=[O:3]. (2) The product is: [CH3:6][N:7]([CH3:1])[CH2:8][C@@H:9]([C@H:11]([C@@H:13]([C@@H:15]([CH2:17][OH:18])[OH:16])[OH:14])[OH:12])[OH:10]. Given the reactants [CH:1](O)=O.C=O.[CH3:6][NH:7][CH2:8][C@@H:9]([C@H:11]([C@@H:13]([C@@H:15]([CH2:17][OH:18])[OH:16])[OH:14])[OH:12])[OH:10].Cl, predict the reaction product. (3) Given the reactants [N+:1]1([O-:8])[C:2]([CH3:7])=[CH:3][CH:4]=[CH:5][CH:6]=1.C([O-])(C)(C)C.[K+].[Cl:15][C:16]1[CH:23]=[CH:22][C:19]([CH:20]=O)=[CH:18][CH:17]=1, predict the reaction product. The product is: [Cl:15][C:16]1[CH:23]=[CH:22][C:19]([CH:20]=[CH:7][C:2]2[CH:3]=[CH:4][CH:5]=[CH:6][N+:1]=2[O-:8])=[CH:18][CH:17]=1. (4) Given the reactants Br[C:2]1[NH:3][C:4]2[C:9]([C:10]=1[C@@H:11]1[CH2:16][CH2:15][CH2:14][CH2:13][C@H:12]1[F:17])=[CH:8][CH:7]=[C:6]([C:18]([O:20][CH3:21])=[O:19])[CH:5]=2.C([O-])([O-])=O.[Na+].[Na+].[CH2:28]([O:35][C:36]1[CH:41]=[C:40]([O:42][S:43]([C:46]2[CH:51]=[CH:50][C:49]([CH3:52])=[CH:48][CH:47]=2)(=[O:45])=[O:44])[CH:39]=[CH:38][C:37]=1B(O)O)[C:29]1[CH:34]=[CH:33][CH:32]=[CH:31][CH:30]=1, predict the reaction product. The product is: [CH2:28]([O:35][C:36]1[CH:41]=[C:40]([O:42][S:43]([C:46]2[CH:47]=[CH:48][C:49]([CH3:52])=[CH:50][CH:51]=2)(=[O:45])=[O:44])[CH:39]=[CH:38][C:37]=1[C:2]1[NH:3][C:4]2[C:9]([C:10]=1[C@@H:11]1[CH2:16][CH2:15][CH2:14][CH2:13][C@H:12]1[F:17])=[CH:8][CH:7]=[C:6]([C:18]([O:20][CH3:21])=[O:19])[CH:5]=2)[C:29]1[CH:30]=[CH:31][CH:32]=[CH:33][CH:34]=1. (5) Given the reactants Cl.[Cl:2][C:3]1[CH:4]=[C:5]([N:10]([CH2:23][CH2:24][CH2:25][N:26]2[CH2:31][CH2:30][CH:29]([CH2:32][C:33]3[CH:38]=[CH:37][C:36]([C:39]4[N:40]=[N:41][N:42](C(C5C=CC=CC=5)(C5C=CC=CC=5)C5C=CC=CC=5)[N:43]=4)=[CH:35][CH:34]=3)[CH2:28][CH2:27]2)[C:11]([CH:13]2[CH2:18][CH2:17][N:16]([S:19]([CH3:22])(=[O:21])=[O:20])[CH2:15][CH2:14]2)=[O:12])[CH:6]=[CH:7][C:8]=1[Cl:9], predict the reaction product. The product is: [ClH:2].[Cl:2][C:3]1[CH:4]=[C:5]([N:10]([CH2:23][CH2:24][CH2:25][N:26]2[CH2:27][CH2:28][CH:29]([CH2:32][C:33]3[CH:34]=[CH:35][C:36]([C:39]4[N:40]=[N:41][NH:42][N:43]=4)=[CH:37][CH:38]=3)[CH2:30][CH2:31]2)[C:11]([CH:13]2[CH2:14][CH2:15][N:16]([S:19]([CH3:22])(=[O:20])=[O:21])[CH2:17][CH2:18]2)=[O:12])[CH:6]=[CH:7][C:8]=1[Cl:9]. (6) Given the reactants Br[C:2]1[Se:3][CH:4]=[CH:5][CH:6]=1.O.NN.B([O-])=O.[Na+].[F:14][C:15]1[CH:16]=[C:17]([C:24]2[CH:29]=[CH:28][C:27]([CH2:30][CH2:31][CH3:32])=[CH:26][CH:25]=2)[CH:18]=[CH:19][C:20]=1B(O)O.[CH2:33]1[CH2:37]OC[CH2:34]1, predict the reaction product. The product is: [F:14][C:15]1[CH:16]=[C:17]([C:24]2[CH:29]=[CH:28][C:27]([CH2:30][CH2:31][CH3:32])=[CH:26][CH:25]=2)[CH:18]=[CH:19][C:20]=1[C:2]1[Se:3][C:4]([CH2:34][CH2:33][CH3:37])=[CH:5][CH:6]=1.